This data is from Full USPTO retrosynthesis dataset with 1.9M reactions from patents (1976-2016). The task is: Predict the reactants needed to synthesize the given product. Given the product [O:14]=[C:10]([CH:3]1[C:4]([CH3:8])([CH3:9])[CH2:5][CH:6]=[CH:7][CH:2]1[CH3:1])[CH2:11][CH:12]([S:15][CH2:16][C:17]([OH:19])=[O:18])[CH3:13], predict the reactants needed to synthesize it. The reactants are: [CH3:1][CH:2]1[CH:7]=[CH:6][CH2:5][C:4]([CH3:9])([CH3:8])[CH:3]1[C:10](=[O:14])/[CH:11]=[CH:12]/[CH3:13].[SH:15][CH2:16][C:17]([OH:19])=[O:18].